This data is from NCI-60 drug combinations with 297,098 pairs across 59 cell lines. The task is: Regression. Given two drug SMILES strings and cell line genomic features, predict the synergy score measuring deviation from expected non-interaction effect. Drug 1: C1=CC(=C2C(=C1NCCNCCO)C(=O)C3=C(C=CC(=C3C2=O)O)O)NCCNCCO. Drug 2: CN(CC1=CN=C2C(=N1)C(=NC(=N2)N)N)C3=CC=C(C=C3)C(=O)NC(CCC(=O)O)C(=O)O. Cell line: HCT-15. Synergy scores: CSS=57.4, Synergy_ZIP=-5.13, Synergy_Bliss=-6.68, Synergy_Loewe=-3.72, Synergy_HSA=-1.12.